From a dataset of Forward reaction prediction with 1.9M reactions from USPTO patents (1976-2016). Predict the product of the given reaction. (1) Given the reactants [Br:1][C:2]1[N:6]2[C:7](Br)=[CH:8][N:9]=[CH:10][C:5]2=[N:4][CH:3]=1.[CH3:12][NH2:13].O1CCCC1, predict the reaction product. The product is: [Br:1][C:2]1[N:6]2[CH:7]=[CH:8][N:9]=[C:10]([NH:13][CH3:12])[C:5]2=[N:4][CH:3]=1. (2) Given the reactants Cl[C:2]1[N:7]=[C:6]([NH:8][C:9]2[CH:18]=[CH:17][CH:16]=[CH:15][C:10]=2[C:11]([NH:13][CH3:14])=[O:12])[C:5]([Cl:19])=[CH:4][N:3]=1.[CH3:20][O:21][C:22]1[C:23]([NH2:41])=[CH:24][C:25]2[CH2:31][CH2:30][N:29]([CH2:32][CH2:33][N:34]3[CH2:39][CH2:38][O:37][CH2:36][CH2:35]3)[CH2:28][CH2:27][C:26]=2[CH:40]=1, predict the reaction product. The product is: [Cl:19][C:5]1[C:6]([NH:8][C:9]2[CH:18]=[CH:17][CH:16]=[CH:15][C:10]=2[C:11]([NH:13][CH3:14])=[O:12])=[N:7][C:2]([NH:41][C:23]2[C:22]([O:21][CH3:20])=[CH:40][C:26]3[CH2:27][CH2:28][N:29]([CH2:32][CH2:33][N:34]4[CH2:39][CH2:38][O:37][CH2:36][CH2:35]4)[CH2:30][CH2:31][C:25]=3[CH:24]=2)=[N:3][CH:4]=1. (3) Given the reactants [CH2:1]([O:3][C:4]1[CH:5]=[C:6]([N:13]2[CH2:18][CH2:17][N:16]([CH:19]3[CH2:24][CH2:23][NH:22][CH2:21][CH2:20]3)[CH2:15][CH2:14]2)[CH:7]=[CH:8][C:9]=1[N+:10]([O-:12])=[O:11])[CH3:2].[CH:25]([S:27]([CH3:30])(=[O:29])=[O:28])=[CH2:26], predict the reaction product. The product is: [CH2:1]([O:3][C:4]1[CH:5]=[C:6]([N:13]2[CH2:14][CH2:15][N:16]([CH:19]3[CH2:24][CH2:23][N:22]([CH2:26][CH2:25][S:27]([CH3:30])(=[O:29])=[O:28])[CH2:21][CH2:20]3)[CH2:17][CH2:18]2)[CH:7]=[CH:8][C:9]=1[N+:10]([O-:12])=[O:11])[CH3:2]. (4) Given the reactants [NH2:1][C:2]1[N:3]=[N:4][N:5]([CH2:7][CH3:8])[N:6]=1.[CH:9]1[C:22]2[CH:21]([C:23](Cl)=[O:24])[C:20]3[C:15](=[CH:16][CH:17]=[CH:18][CH:19]=3)[O:14][C:13]=2[CH:12]=[CH:11][CH:10]=1, predict the reaction product. The product is: [CH2:7]([N:5]1[N:4]=[N:3][C:2]([NH:1][C:23]([CH:21]2[C:22]3[CH:9]=[CH:10][CH:11]=[CH:12][C:13]=3[O:14][C:15]3[C:20]2=[CH:19][CH:18]=[CH:17][CH:16]=3)=[O:24])=[N:6]1)[CH3:8]. (5) Given the reactants Cl[C:2]1[C:7]([N+:8]([O-])=O)=[C:6]([NH:11][C:12]2[CH:17]=[CH:16][CH:15]=[CH:14][N:13]=2)[CH:5]=[C:4]([CH3:18])[N:3]=1.C(O)(=O)C.Cl, predict the reaction product. The product is: [CH3:18][C:4]1[N:3]=[CH:2][C:7]([NH2:8])=[C:6]([NH:11][C:12]2[CH:17]=[CH:16][CH:15]=[CH:14][N:13]=2)[CH:5]=1. (6) Given the reactants [CH3:1][O:2][C:3]1[CH:4]=[C:5]2[C:10](=[CH:11][C:12]=1[O:13][CH3:14])[N:9]=[CH:8][N:7]=[C:6]2[O:15][C:16]1[CH:17]=[C:18]2[C:23](=[CH:24][CH:25]=1)[C:22]([C:26](O)=[O:27])=[CH:21][CH:20]=[CH:19]2.[NH2:29][CH2:30][C:31]1[CH:48]=[CH:47][C:34]([C:35]([NH:37][C:38]2[CH:43]=[CH:42][C:41]([O:44][CH3:45])=[CH:40][C:39]=2[NH2:46])=[O:36])=[CH:33][CH:32]=1, predict the reaction product. The product is: [NH2:46][C:39]1[CH:40]=[C:41]([O:44][CH3:45])[CH:42]=[CH:43][C:38]=1[NH:37][C:35]([C:34]1[CH:47]=[CH:48][C:31]([CH2:30][NH:29][C:26]([C:22]2[C:23]3[C:18](=[CH:17][C:16]([O:15][C:6]4[C:5]5[C:10](=[CH:11][C:12]([O:13][CH3:14])=[C:3]([O:2][CH3:1])[CH:4]=5)[N:9]=[CH:8][N:7]=4)=[CH:25][CH:24]=3)[CH:19]=[CH:20][CH:21]=2)=[O:27])=[CH:32][CH:33]=1)=[O:36]. (7) Given the reactants C[O:2][C:3]([C:5]1[NH:6][C:7]2[C:12]([CH:13]=1)=[CH:11][C:10]([O:14][C:15]1[CH:20]=[CH:19][C:18]([NH:21][C:22](=[O:31])[C:23]3[CH:28]=[CH:27][C:26]([Cl:29])=[C:25]([Cl:30])[CH:24]=3)=[CH:17][N:16]=1)=[CH:9][CH:8]=2)=[O:4].[OH-].[Na+].O.Cl, predict the reaction product. The product is: [Cl:30][C:25]1[CH:24]=[C:23]([CH:28]=[CH:27][C:26]=1[Cl:29])[C:22]([NH:21][C:18]1[CH:19]=[CH:20][C:15]([O:14][C:10]2[CH:11]=[C:12]3[C:7](=[CH:8][CH:9]=2)[NH:6][C:5]([C:3]([OH:4])=[O:2])=[CH:13]3)=[N:16][CH:17]=1)=[O:31].